The task is: Predict the reactants needed to synthesize the given product.. This data is from Full USPTO retrosynthesis dataset with 1.9M reactions from patents (1976-2016). (1) Given the product [NH2:8][C:6]1[CH:5]=[CH:4][C:3]([C:11]([CH3:16])([CH2:14][OH:15])[CH2:12][OH:13])=[CH:2][CH:7]=1, predict the reactants needed to synthesize it. The reactants are: Br[C:2]1[CH:7]=[C:6]([N+:8]([O-])=O)[CH:5]=[CH:4][C:3]=1[C:11]([CH3:16])([CH2:14][OH:15])[CH2:12][OH:13].C([O-])=O.[NH4+]. (2) Given the product [I:18][C:11]1[CH:10]=[C:9]([C:5]2[CH:6]=[CH:7][CH:8]=[C:3]([C:2]([F:16])([F:17])[F:1])[CH:4]=2)[CH:14]=[CH:13][C:12]=1[OH:15], predict the reactants needed to synthesize it. The reactants are: [F:1][C:2]([F:17])([F:16])[C:3]1[CH:4]=[C:5]([C:9]2[CH:14]=[CH:13][C:12]([OH:15])=[CH:11][CH:10]=2)[CH:6]=[CH:7][CH:8]=1.[I:18]N1C(=O)CCC1=O.O. (3) The reactants are: COC1C=C(C(Cl)=O)C=CC=1.[CH3:12][O:13][C:14]1[CH:15]=[C:16]2[C:21](=[CH:22][C:23]=1[O:24][CH3:25])[N:20]=[CH:19][CH:18]=[C:17]2[O:26][C:27]1[CH:33]=[CH:32][C:30]([NH2:31])=[CH:29][C:28]=1[F:34].[CH3:35][O:36][C:37]1[CH:38]=[C:39]([C:43]([N:45]=[C:46]=[S:47])=[O:44])[CH:40]=[CH:41][CH:42]=1. Given the product [CH3:35][O:36][C:37]1[CH:38]=[C:39]([C:43]([N:45]=[C:46]=[S:47])=[O:44])[CH:40]=[CH:41][CH:42]=1.[CH3:12][O:13][C:14]1[CH:15]=[C:16]2[C:21](=[CH:22][C:23]=1[O:24][CH3:25])[N:20]=[CH:19][CH:18]=[C:17]2[O:26][C:27]1[CH:33]=[CH:32][C:30]([NH:31][C:46]([NH:45][C:43](=[O:44])[C:39]2[CH:40]=[CH:41][CH:42]=[C:37]([O:36][CH3:35])[CH:38]=2)=[S:47])=[CH:29][C:28]=1[F:34], predict the reactants needed to synthesize it.